The task is: Predict the reaction yield, written as a fraction of the theoretical maximum amount of product (1.0 means a 100% yield; for example, 0.34 means a 34% yield).. This data is from Reaction yield outcomes from USPTO patents with 853,638 reactions. (1) The yield is 0.310. The reactants are [CH:1]1([O:6][C:7]2[CH:12]=[CH:11][C:10]([CH2:13][C:14](Cl)=[N:15][OH:16])=[CH:9][CH:8]=2)[CH2:5][CH2:4][CH2:3][CH2:2]1.[C:18]([C:20]1[C:21]([NH2:27])=[N:22][C:23]([NH2:26])=[CH:24][CH:25]=1)#[CH:19].C(N(CC)CC)C. The product is [CH:1]1([O:6][C:7]2[CH:12]=[CH:11][C:10]([CH2:13][C:14]3[CH:19]=[C:18]([C:20]4[C:21]([NH2:27])=[N:22][C:23]([NH2:26])=[CH:24][CH:25]=4)[O:16][N:15]=3)=[CH:9][CH:8]=2)[CH2:5][CH2:4][CH2:3][CH2:2]1. The catalyst is O1CCCC1. (2) The reactants are [NH2:1][C:2]1[CH:3]=[C:4]([CH:17]=[CH:18][CH:19]=1)[O:5][C:6]1[C:15]2[NH:14][C:13](=[O:16])[CH:12]=[N:11][C:10]=2[N:9]=[CH:8][CH:7]=1.[C:20]([C:24]1[CH:25]=[C:26]([CH:30]=[CH:31][CH:32]=1)[C:27](Cl)=[O:28])([CH3:23])([CH3:22])[CH3:21]. No catalyst specified. The product is [C:20]([C:24]1[CH:25]=[C:26]([CH:30]=[CH:31][CH:32]=1)[C:27]([NH:1][C:2]1[CH:19]=[CH:18][CH:17]=[C:4]([O:5][C:6]2[C:15]3[NH:14][C:13](=[O:16])[CH:12]=[N:11][C:10]=3[N:9]=[CH:8][CH:7]=2)[CH:3]=1)=[O:28])([CH3:23])([CH3:21])[CH3:22]. The yield is 0.220. (3) The reactants are [C:1]([O:5][C@@H:6]([C:12]1[C:13]([CH3:36])=[N:14][C:15]2[N:16]([N:19]=[C:20]([C:22](=[O:35])[NH:23][CH2:24][C:25](=[O:34])[CH2:26][C:27]3[CH:32]=[CH:31][C:30]([F:33])=[CH:29][CH:28]=3)[CH:21]=2)[C:17]=1I)[C:7]([O:9][CH2:10][CH3:11])=[O:8])([CH3:4])([CH3:3])[CH3:2].CC[N:39]([CH:43]([CH3:45])C)[CH:40]([CH3:42])C.CN1[C:51](=[O:52])[CH2:50]CC1. The catalyst is O. The product is [C:1]([O:5][C@@H:6]([C:12]1[C:13]([CH3:36])=[N:14][C:15]2[N:16]([N:19]=[C:20]([C:22](=[O:35])[NH:23][CH2:24][C:25](=[O:34])[CH2:26][C:27]3[CH:32]=[CH:31][C:30]([F:33])=[CH:29][CH:28]=3)[CH:21]=2)[C:17]=1[N:39]1[CH2:40][CH2:42][C:51]([OH:52])([CH3:50])[CH2:45][CH2:43]1)[C:7]([O:9][CH2:10][CH3:11])=[O:8])([CH3:4])([CH3:3])[CH3:2]. The yield is 0.613. (4) The reactants are [C:1]([O:5][C:6]([N:8]1[CH2:12][CH:11]([OH:13])[CH2:10][CH:9]1[C:14]([O:16][CH2:17][C:18]([C:20]1[CH:25]=[CH:24][C:23]([Br:26])=[CH:22][CH:21]=1)=[O:19])=[O:15])=[O:7])([CH3:4])([CH3:3])[CH3:2].[F:27][C:28]([F:36])(S(F)(=O)=O)C(O)=O. The catalyst is CC#N.C(OCC)(=O)C. The product is [C:1]([O:5][C:6]([N:8]1[CH2:12][CH:11]([O:13][CH:28]([F:36])[F:27])[CH2:10][CH:9]1[C:14]([O:16][CH2:17][C:18]([C:20]1[CH:25]=[CH:24][C:23]([Br:26])=[CH:22][CH:21]=1)=[O:19])=[O:15])=[O:7])([CH3:4])([CH3:2])[CH3:3]. The yield is 0.610. (5) The reactants are [BH4-].[Na+].[NH2:3][C:4]1[N:9]=[CH:8][N:7]=[C:6]2[N:10]([C:26]3[CH:33]=[CH:32][C:29]([CH:30]=[O:31])=[CH:28][CH:27]=3)[N:11]=[C:12]([C:13]3[CH:18]=[CH:17][C:16]([O:19][C:20]4[CH:25]=[CH:24][CH:23]=[CH:22][CH:21]=4)=[CH:15][CH:14]=3)[C:5]=12.C1COCC1. The catalyst is CO. The product is [NH2:3][C:4]1[N:9]=[CH:8][N:7]=[C:6]2[N:10]([C:26]3[CH:27]=[CH:28][C:29]([CH2:30][OH:31])=[CH:32][CH:33]=3)[N:11]=[C:12]([C:13]3[CH:14]=[CH:15][C:16]([O:19][C:20]4[CH:25]=[CH:24][CH:23]=[CH:22][CH:21]=4)=[CH:17][CH:18]=3)[C:5]=12. The yield is 0.360.